From a dataset of Catalyst prediction with 721,799 reactions and 888 catalyst types from USPTO. Predict which catalyst facilitates the given reaction. (1) Reactant: [C:1]([C:3]1[CH:8]=[CH:7][CH:6]=[CH:5][N:4]=1)#[N:2].[C:9]1([Mg]Br)[CH:14]=[CH:13][CH:12]=[CH:11][CH:10]=1.C(O)C(C)C.[BH4-].[Na+]. Product: [C:9]1([CH:1]([C:3]2[CH:8]=[CH:7][CH:6]=[CH:5][N:4]=2)[NH2:2])[CH:14]=[CH:13][CH:12]=[CH:11][CH:10]=1. The catalyst class is: 11. (2) Reactant: [F:1][C:2]1[CH:11]=[C:10]2[C:5]([CH:6]=[CH:7][CH:8]=[N:9]2)=[CH:4][C:3]=1[CH2:12][C:13]1[N:17]2[N:18]=[C:19]([C:22](=O)[CH3:23])[CH:20]=[CH:21][C:16]2=[N:15][CH:14]=1.Cl.[CH2:26]([O:28][NH2:29])[CH3:27].C(N(CC)CC)C. Product: [CH2:26]([O:28]/[N:29]=[C:22](/[C:19]1[CH:20]=[CH:21][C:16]2[N:17]([C:13]([CH2:12][C:3]3[CH:4]=[C:5]4[C:10](=[CH:11][C:2]=3[F:1])[N:9]=[CH:8][CH:7]=[CH:6]4)=[CH:14][N:15]=2)[N:18]=1)\[CH3:23])[CH3:27]. The catalyst class is: 5. (3) Reactant: [H-].[Na+].[OH:3][CH:4]1[CH2:9][CH2:8][N:7]([C:10]([O:12][C:13]([CH3:16])([CH3:15])[CH3:14])=[O:11])[CH2:6][CH2:5]1.[CH3:17]I.O. Product: [CH3:17][O:3][CH:4]1[CH2:5][CH2:6][N:7]([C:10]([O:12][C:13]([CH3:16])([CH3:15])[CH3:14])=[O:11])[CH2:8][CH2:9]1. The catalyst class is: 9. (4) Reactant: [CH:1]1([C:4]2[CH:5]=[N:6][C:7]([NH:14][C:15]3[CH:16]=[C:17]4[C:21](=[CH:22][CH:23]=3)[N:20]([CH3:24])[CH:19]=[CH:18]4)=[C:8]([CH:13]=2)[C:9]([O:11][CH3:12])=[O:10])[CH2:3][CH2:2]1.[Br:25]N1C(=O)CCC1=O. Product: [Br:25][C:18]1[C:17]2[C:21](=[CH:22][CH:23]=[C:15]([NH:14][C:7]3[N:6]=[CH:5][C:4]([CH:1]4[CH2:3][CH2:2]4)=[CH:13][C:8]=3[C:9]([O:11][CH3:12])=[O:10])[CH:16]=2)[N:20]([CH3:24])[CH:19]=1. The catalyst class is: 7. (5) Reactant: [NH2:1][C:2](=[S:13])[CH2:3][NH:4][C:5](=[O:12])[C:6]1[CH:11]=[CH:10][CH:9]=[CH:8][CH:7]=1.Br[CH2:15][C:16]([C:18]1[CH:23]=[CH:22][CH:21]=[CH:20][CH:19]=1)=O. Product: [C:18]1([C:16]2[N:1]=[C:2]([CH2:3][NH:4][C:5](=[O:12])[C:6]3[CH:7]=[CH:8][CH:9]=[CH:10][CH:11]=3)[S:13][CH:15]=2)[CH:23]=[CH:22][CH:21]=[CH:20][CH:19]=1. The catalyst class is: 351. (6) Reactant: [C:1]([C:5]1[CH:12]=[CH:11][CH:10]=[C:7]([CH:8]=[O:9])[C:6]=1[OH:13])([CH3:4])([CH3:3])[CH3:2].[I:14](Cl)(=O)=O.I(Cl)(=O)=O.C([N+](C)(C)C)C1C=CC=CC=1.O. Product: [C:1]([C:5]1[CH:12]=[C:11]([I:14])[CH:10]=[C:7]([CH:8]=[O:9])[C:6]=1[OH:13])([CH3:4])([CH3:2])[CH3:3]. The catalyst class is: 100. (7) Reactant: [NH2:1][C:2]1[CH:7]=[C:6]([N+:8]([O-:10])=[O:9])[CH:5]=[CH:4][C:3]=1[OH:11].[Br:12][C:13]1[CH:21]=[CH:20][C:16]([C:17](Cl)=O)=[CH:15][CH:14]=1.[OH-].[Na+]. Product: [Br:12][C:13]1[CH:21]=[CH:20][C:16]([C:17]2[O:11][C:3]3[CH:4]=[CH:5][C:6]([N+:8]([O-:10])=[O:9])=[CH:7][C:2]=3[N:1]=2)=[CH:15][CH:14]=1. The catalyst class is: 12.